Dataset: Peptide-MHC class II binding affinity with 134,281 pairs from IEDB. Task: Regression. Given a peptide amino acid sequence and an MHC pseudo amino acid sequence, predict their binding affinity value. This is MHC class II binding data. (1) The peptide sequence is FATCFLIPLTSQFFLP. The MHC is DRB1_1302 with pseudo-sequence DRB1_1302. The binding affinity (normalized) is 0.330. (2) The peptide sequence is AFKVAATAANALPAN. The MHC is DRB1_0701 with pseudo-sequence DRB1_0701. The binding affinity (normalized) is 0.971. (3) The peptide sequence is FVNTLVASSGSYAAT. The MHC is HLA-DQA10501-DQB10201 with pseudo-sequence HLA-DQA10501-DQB10201. The binding affinity (normalized) is 0.209.